This data is from Reaction yield outcomes from USPTO patents with 853,638 reactions. The task is: Predict the reaction yield, written as a fraction of the theoretical maximum amount of product (1.0 means a 100% yield; for example, 0.34 means a 34% yield). (1) The reactants are [F:1][C:2]1[CH:9]=[CH:8][C:7]([CH:10]=[C:11]2[C:19]3[C:14](=[CH:15][CH:16]=[CH:17][CH:18]=3)[C:13](=O)[O:12]2)=[CH:6][C:3]=1[C:4]#N.[OH-:21].[Na+].[OH2:23].[NH2:24][NH2:25].Cl. The catalyst is O. The product is [F:1][C:2]1[CH:9]=[CH:8][C:7]([CH2:10][C:11]2[C:19]3[C:14](=[CH:15][CH:16]=[CH:17][CH:18]=3)[C:13](=[O:12])[NH:25][N:24]=2)=[CH:6][C:3]=1[C:4]([OH:23])=[O:21]. The yield is 0.770. (2) The reactants are O.O.O.O.C([O-])(=O)C.[Co+2:9].C([O-])(=O)C.C12C=C3N=C(C=C3)C=C3NC(C=C3)=CC3=NC(C=C3)=CC(N1)=CC=2.[C:38]([C:40]1[CH:45]=[CH:44][C:43]([C:46]2[C:65]3[NH:66][C:62](=[CH:63][CH:64]=3)[C:61]([C:67]3[CH:72]=[CH:71][C:70]([C:73]#[CH:74])=[CH:69][CH:68]=3)=[C:60]3[N:75]=[C:57]([CH:58]=[CH:59]3)[C:56]([C:76]3[CH:81]=[CH:80][C:79]([C:82]#[CH:83])=[CH:78][CH:77]=3)=[C:55]3[NH:84][C:52]([CH:53]=[CH:54]3)=[C:51]([C:85]3[CH:90]=[CH:89][C:88]([C:91]#[CH:92])=[CH:87][CH:86]=3)[C:50]3=[N:93][C:47]=2[CH:48]=[CH:49]3)=[CH:42][CH:41]=1)#[CH:39].O. The catalyst is CN(C=O)C. The product is [C:82]([C:79]1[CH:78]=[CH:77][C:76]([C:56]2[C:55]3[NH:84][C:52](=[CH:53][CH:54]=3)[C:51]([C:85]3[CH:90]=[CH:89][C:88]([C:91]#[CH:92])=[CH:87][CH:86]=3)=[C:50]3[N:93]=[C:47]([CH:48]=[CH:49]3)[C:46]([C:43]3[CH:44]=[CH:45][C:40]([C:38]#[CH:39])=[CH:41][CH:42]=3)=[C:65]3[NH:66][C:62]([CH:63]=[CH:64]3)=[C:61]([C:67]3[CH:68]=[CH:69][C:70]([C:73]#[CH:74])=[CH:71][CH:72]=3)[C:60]3=[N:75][C:57]=2[CH:58]=[CH:59]3)=[CH:81][CH:80]=1)#[CH:83].[Co:9]. The yield is 0.650. (3) The reactants are [O:1]1[CH2:6][CH2:5][N:4]([C:7]2[N:12]=[C:11]([N:13]3[CH2:18][CH2:17][O:16][CH2:15][CH2:14]3)[N:10]=[C:9]([C:19]3[CH:24]=[CH:23][C:22]([CH2:25][C:26]([OH:28])=O)=[CH:21][CH:20]=3)[N:8]=2)[CH2:3][CH2:2]1.[NH2:29][C:30]1[CH:31]=[N:32][CH:33]=[CH:34][CH:35]=1. No catalyst specified. The product is [N:4]1([C:7]2[N:12]=[C:11]([N:13]3[CH2:18][CH2:17][O:16][CH2:15][CH2:14]3)[N:10]=[C:9]([C:19]3[CH:20]=[CH:21][C:22]([CH2:25][C:26]([NH:29][C:30]4[CH:31]=[N:32][CH:33]=[CH:34][CH:35]=4)=[O:28])=[CH:23][CH:24]=3)[N:8]=2)[CH2:5][CH2:6][O:1][CH2:2][CH2:3]1. The yield is 0.440. (4) The reactants are [CH2:1]([C:5]1[CH:10]=[CH:9][C:8]([C:11](=[O:20])[CH2:12][C:13](=O)[C:14]([O:16][CH2:17][CH3:18])=[O:15])=[CH:7][CH:6]=1)[CH:2]([CH3:4])[CH3:3].Cl.[NH2:22]O.O. The catalyst is C(O)C. The product is [CH2:1]([C:5]1[CH:10]=[CH:9][C:8]([C:11]2[O:20][N:22]=[C:13]([C:14]([O:16][CH2:17][CH3:18])=[O:15])[CH:12]=2)=[CH:7][CH:6]=1)[CH:2]([CH3:4])[CH3:3]. The yield is 0.920. (5) The reactants are [CH3:1][N:2]([CH2:10][C:11]1[CH:15]=[C:14]([C:16]2[CH:20]=[CH:19][S:18][CH:17]=2)[N:13]([S:21]([C:24]2[CH:29]=[CH:28][CH:27]=[CH:26][CH:25]=2)(=[O:23])=[O:22])[CH:12]=1)C(=O)OC(C)(C)C.C(OCC)(=O)C.[ClH:36]. The catalyst is CO. The product is [ClH:36].[CH3:1][NH:2][CH2:10][C:11]1[CH:15]=[C:14]([C:16]2[CH:20]=[CH:19][S:18][CH:17]=2)[N:13]([S:21]([C:24]2[CH:29]=[CH:28][CH:27]=[CH:26][CH:25]=2)(=[O:23])=[O:22])[CH:12]=1. The yield is 0.710. (6) The reactants are [C@@H:1]1([N:8]2[C:16](=[O:17])[C:15]3[C:10](=[CH:11][CH:12]=[CH:13][CH:14]=3)[C:9]2=[O:18])[CH2:7][CH2:6][CH2:5]CC=[CH:2]1.[Br:19]N1C(=O)CCC1=O.[CH2:27]([OH:29])[CH3:28]. The catalyst is C(Cl)(Cl)Cl. The product is [Br:19][C@@H:2]1[C@@H:27]([OH:29])[CH2:28][CH2:5][CH2:6][CH2:7][C@H:1]1[N:8]1[C:16](=[O:17])[C:15]2[C:10](=[CH:11][CH:12]=[CH:13][CH:14]=2)[C:9]1=[O:18]. The yield is 0.696.